The task is: Predict the reactants needed to synthesize the given product.. This data is from Full USPTO retrosynthesis dataset with 1.9M reactions from patents (1976-2016). (1) The reactants are: [Cl:1][C:2]1[CH:3]=[C:4]([N:10]2[CH:14]([CH:15]3[CH2:19][CH2:18][CH2:17][CH2:16]3)[CH2:13][C:12]([C:20]3[CH:28]=[CH:27][C:23]([C:24]([OH:26])=[O:25])=[C:22]([O:29][CH3:30])[N:21]=3)=[N:11]2)[CH:5]=[CH:6][C:7]=1[C:8]#[N:9].CO.C(=O)=O. Given the product [Cl:1][C:2]1[CH:3]=[C:4]([N:10]2[C@@H:14]([CH:15]3[CH2:19][CH2:18][CH2:17][CH2:16]3)[CH2:13][C:12]([C:20]3[CH:28]=[CH:27][C:23]([C:24]([OH:26])=[O:25])=[C:22]([O:29][CH3:30])[N:21]=3)=[N:11]2)[CH:5]=[CH:6][C:7]=1[C:8]#[N:9], predict the reactants needed to synthesize it. (2) Given the product [Br:1][C:2]1[CH:15]=[CH:14][C:13]2[C:12]3[C:7](=[CH:8][C:9]([Br:16])=[CH:10][CH:11]=3)[CH:6]=[CH:5][C:4]=2[CH:3]=1, predict the reactants needed to synthesize it. The reactants are: [Br:1][C:2]1[CH:15]=[CH:14][C:13]2[C:12]3[C:7](=[CH:8][C:9]([Br:16])=[CH:10][CH:11]=3)[CH2:6][CH2:5][C:4]=2[CH:3]=1.ClC1C(=O)C(C#N)=C(C#N)C(=O)C=1Cl. (3) Given the product [CH3:1][C:2]([CH3:8])([CH3:7])[CH2:3][CH2:4][CH2:5][OH:6].[CH3:1][C:2]([CH3:8])([CH3:7])[CH2:3][CH2:4][CH:5]=[O:6], predict the reactants needed to synthesize it. The reactants are: [CH3:1][C:2]([CH3:8])([CH3:7])[C:3]#[C:4][CH2:5][OH:6]. (4) Given the product [CH3:12][C:8]1([OH:11])[C:4]2[CH:5]=[N:6][CH:7]=[C:2]([C:18]3[CH:19]=[CH:20][C:15]([C:14]([F:25])([F:24])[F:13])=[CH:16][CH:17]=3)[C:3]=2[CH2:10][CH2:9]1, predict the reactants needed to synthesize it. The reactants are: Br[C:2]1[C:3]2[CH2:10][CH2:9][C:8]([CH3:12])([OH:11])[C:4]=2[CH:5]=[N:6][CH:7]=1.[F:13][C:14]([F:25])([F:24])[C:15]1[CH:20]=[CH:19][C:18](B(O)O)=[CH:17][CH:16]=1. (5) The reactants are: C([O:8][C:9](=[O:39])[C@@H:10]([NH:23][C:24](=[O:38])[C:25]1[CH:30]=[CH:29][C:28]([N:31]2[CH2:36][CH2:35][C:34](=O)[CH2:33][CH2:32]2)=[CH:27][CH:26]=1)[CH2:11][CH2:12][C:13]([O:15]CC1C=CC=CC=1)=[O:14])C1C=CC=CC=1.[NH2:40][CH2:41][C@@H:42]([C:44]1[CH:45]=[CH:46][C:47]([OH:55])=[C:48]([NH:50][S:51]([CH3:54])(=[O:53])=[O:52])[CH:49]=1)[OH:43]. Given the product [OH:43][C@H:42]([C:44]1[CH:45]=[CH:46][C:47]([OH:55])=[C:48]([NH:50][S:51]([CH3:54])(=[O:53])=[O:52])[CH:49]=1)[CH2:41][NH:40][CH:34]1[CH2:33][CH2:32][N:31]([C:28]2[CH:29]=[CH:30][C:25]([C:24]([NH:23][C@@H:10]([CH2:11][CH2:12][C:13]([OH:15])=[O:14])[C:9]([OH:39])=[O:8])=[O:38])=[CH:26][CH:27]=2)[CH2:36][CH2:35]1, predict the reactants needed to synthesize it. (6) Given the product [Cl:1][C:2]1[CH:7]=[CH:6][C:5]([NH:8][C:9](=[O:10])[C:11]2[CH:12]=[CH:13][C:14]([C:15](=[NH:19])[N:28]3[CH2:33][CH2:32][CH2:31][CH2:30][CH2:29]3)=[CH:20][CH:21]=2)=[CH:4][C:3]=1[C:22]1[CH:27]=[CH:26][CH:25]=[CH:24][N:23]=1, predict the reactants needed to synthesize it. The reactants are: [Cl:1][C:2]1[CH:7]=[CH:6][C:5]([NH:8][C:9]([C:11]2[CH:21]=[CH:20][C:14]([C:15](=[NH:19])OCC)=[CH:13][CH:12]=2)=[O:10])=[CH:4][C:3]=1[C:22]1[CH:27]=[CH:26][CH:25]=[CH:24][N:23]=1.[NH:28]1[CH2:33][CH2:32][CH2:31][CH2:30][CH2:29]1. (7) Given the product [Br:1][C:2]1[CH:3]=[N:4][C:5]([NH:11][CH2:12][CH3:13])=[C:6]([CH:10]=1)[C:7]([NH:49][C:45]([CH3:46])([C:47]#[CH:48])[CH3:44])=[O:9], predict the reactants needed to synthesize it. The reactants are: [Br:1][C:2]1[CH:3]=[N:4][C:5]([NH:11][CH2:12][CH3:13])=[C:6]([CH:10]=1)[C:7]([OH:9])=O.CCN=C=NCCCN(C)C.C1C=CC2N(O)N=NC=2C=1.CCN(C(C)C)C(C)C.[CH3:44][C:45]([NH2:49])([C:47]#[CH:48])[CH3:46]. (8) The reactants are: Br[C:2]1[CH:7]=[C:6]([N+:8]([O-:10])=[O:9])[CH:5]=[C:4]([Cl:11])[CH:3]=1.[F:12][C:13]1[CH:18]=[C:17]([F:19])[CH:16]=[CH:15][C:14]=1[OH:20].CN(C)CC(O)=O.C([O-])([O-])=O.[Cs+].[Cs+]. Given the product [Cl:11][C:4]1[CH:3]=[C:2]([CH:7]=[C:6]([N+:8]([O-:10])=[O:9])[CH:5]=1)[O:20][C:14]1[CH:15]=[CH:16][C:17]([F:19])=[CH:18][C:13]=1[F:12], predict the reactants needed to synthesize it. (9) Given the product [CH2:14]([O:13][C:5](=[O:12])[CH:6]([CH2:39][CH2:1][CH2:2][O:3][CH2:16][C:17]1[CH:22]=[CH:21][CH:20]=[CH:19][CH:18]=1)[C:7]([O:9][CH2:10][CH3:11])=[O:8])[CH3:15], predict the reactants needed to synthesize it. The reactants are: [CH3:1][CH2:2][O-:3].[Na+].[C:5]([O:13][CH2:14][CH3:15])(=[O:12])[CH2:6][C:7]([O:9][CH2:10][CH3:11])=[O:8].[CH2:16](C(Br)CCOCCC(Br)[CH2:16][C:17]1[CH:22]=[CH:21][CH:20]=[CH:19][CH:18]=1)[C:17]1[CH:22]=[CH:21][CH:20]=[CH:19][CH:18]=1.[CH3:39]CO.